The task is: Predict which catalyst facilitates the given reaction.. This data is from Catalyst prediction with 721,799 reactions and 888 catalyst types from USPTO. (1) Reactant: [Cl:1][C:2]1[CH:7]=[CH:6][C:5]([C:8]2[N:13]=[C:12]([C:14]([O:16][CH3:17])=[O:15])[CH:11]=[C:10]([NH:18][C:19]3[CH:24]=[CH:23][C:22]([O:25]C)=[CH:21][CH:20]=3)[C:9]=2[F:27])=[CH:4][CH:3]=1.ClN1C(C)(C)C(=O)N(Cl)C1=O. Product: [Cl:1][C:2]1[CH:3]=[CH:4][C:5]([C:8]2[N:13]=[C:12]([C:14]([O:16][CH3:17])=[O:15])[CH:11]=[C:10]([N:18]=[C:19]3[CH:24]=[CH:23][C:22](=[O:25])[CH:21]=[CH:20]3)[C:9]=2[F:27])=[CH:6][CH:7]=1. The catalyst class is: 144. (2) Reactant: [CH3:1][N:2]([C@@H:10]([CH3:35])[C:11]([NH:13][C@H:14]1[C@H:20]([CH3:21])[N:19]([C:22]([CH:24]2[CH2:29][CH2:28][O:27][CH2:26][CH2:25]2)=[O:23])[C:18]2[CH:30]=[CH:31][CH:32]=[CH:33][C:17]=2[NH:16][C:15]1=[O:34])=[O:12])[C:3](=[O:9])[O:4][C:5]([CH3:8])([CH3:7])[CH3:6].Br[CH2:37][C:38]1[C:46]2[C:41](=[CH:42][CH:43]=[CH:44][CH:45]=2)[N:40]([C:47]2[CH:54]=[CH:53][CH:52]=[CH:51][C:48]=2[C:49]#[N:50])[N:39]=1.C(=O)([O-])[O-].[Cs+].[Cs+].[I-].[Na+]. Product: [C:49]([C:48]1[CH:51]=[CH:52][CH:53]=[CH:54][C:47]=1[N:40]1[C:41]2[C:46](=[CH:45][CH:44]=[CH:43][CH:42]=2)[C:38]([CH2:37][N:16]2[C:15](=[O:34])[C@@H:14]([NH:13][C:11](=[O:12])[C@@H:10]([N:2]([CH3:1])[C:3](=[O:9])[O:4][C:5]([CH3:6])([CH3:7])[CH3:8])[CH3:35])[C@H:20]([CH3:21])[N:19]([C:22]([CH:24]3[CH2:29][CH2:28][O:27][CH2:26][CH2:25]3)=[O:23])[C:18]3[CH:30]=[CH:31][CH:32]=[CH:33][C:17]2=3)=[N:39]1)#[N:50]. The catalyst class is: 31. (3) Reactant: Br[CH2:2][C:3]1[S:4][C:5]2[CH:11]=[C:10]([O:12][C:13]([F:16])([F:15])[F:14])[CH:9]=[CH:8][C:6]=2[N:7]=1.[CH2:17]([NH2:20])[C:18]#[CH:19]. Product: [F:14][C:13]([F:16])([F:15])[O:12][C:10]1[CH:9]=[CH:8][C:6]2[N:7]=[C:3]([CH2:2][NH:20][CH2:17][C:18]#[CH:19])[S:4][C:5]=2[CH:11]=1. The catalyst class is: 10. (4) The catalyst class is: 86. Product: [CH2:1]([CH:3]([N:6]1[C:10]2[N:11]=[C:12]([N:16]([CH2:26][CH3:27])[C:17]3[C:18]([CH3:25])=[CH:19][C:20]([CH3:24])=[CH:21][C:22]=3[CH3:23])[N:13]=[C:14]([CH3:15])[C:9]=2[C:8](=[N:29][OH:30])[C:7]1=[O:28])[CH2:4][CH3:5])[CH3:2]. Reactant: [CH2:1]([CH:3]([N:6]1[C:10]2[N:11]=[C:12]([N:16]([CH2:26][CH3:27])[C:17]3[C:22]([CH3:23])=[CH:21][C:20]([CH3:24])=[CH:19][C:18]=3[CH3:25])[N:13]=[C:14]([CH3:15])[C:9]=2[CH2:8][C:7]1=[O:28])[CH2:4][CH3:5])[CH3:2].[N:29]([O-])=[O:30].[Na+].O. (5) Reactant: [N+:1]([C:4]1[CH:5]=[N:6][N:7]([C:9]([O:11][C:12]([CH3:15])([CH3:14])[CH3:13])=[O:10])[CH:8]=1)([O-])=O. Product: [NH2:1][C:4]1[CH:5]=[N:6][N:7]([C:9]([O:11][C:12]([CH3:15])([CH3:14])[CH3:13])=[O:10])[CH:8]=1. The catalyst class is: 63. (6) Reactant: [C:1]([O:5][C:6]([N:8]1[CH2:13][CH2:12][C:11]([CH3:17])(C(O)=O)[CH2:10][CH2:9]1)=[O:7])([CH3:4])([CH3:3])[CH3:2].C([N:20]([CH2:23]C)CC)C.P(N=[N+]=[N-])(=O)(OC1C=CC=CC=1)[O:26]C1C=CC=CC=1.[C:44]1([CH2:50][OH:51])[CH:49]=[CH:48][CH:47]=[CH:46][CH:45]=1. Product: [CH2:50]([O:51][C:23]([NH:20][C:11]1([CH3:17])[CH2:10][CH2:9][N:8]([C:6]([O:5][C:1]([CH3:2])([CH3:3])[CH3:4])=[O:7])[CH2:13][CH2:12]1)=[O:26])[C:44]1[CH:49]=[CH:48][CH:47]=[CH:46][CH:45]=1. The catalyst class is: 11. (7) Reactant: F[C:2]1[C:3]([C:20]2[CH:25]=[CH:24][CH:23]=[CH:22][CH:21]=2)=[C:4]([CH3:19])[C:5]([C:17]#[N:18])=[C:6]2[C:10]=1[O:9][C:8]([N:11]1[CH2:14][C:13]([OH:16])([CH3:15])[CH2:12]1)=[N:7]2.C(N(CC)CC)C.[CH3:33][N:34]([CH3:40])[C@H:35]1[CH2:39][CH2:38][NH:37][CH2:36]1. Product: [CH3:33][N:34]([CH3:40])[C@H:35]1[CH2:39][CH2:38][N:37]([C:2]2[C:3]([C:20]3[CH:25]=[CH:24][CH:23]=[CH:22][CH:21]=3)=[C:4]([CH3:19])[C:5]([C:17]#[N:18])=[C:6]3[C:10]=2[O:9][C:8]([N:11]2[CH2:14][C:13]([OH:16])([CH3:15])[CH2:12]2)=[N:7]3)[CH2:36]1. The catalyst class is: 16. (8) Reactant: [Br:1][C:2]1[N:11]=[C:10]2[C:5]([C:6](=[O:12])[CH2:7][CH2:8][NH:9]2)=[CH:4][CH:3]=1.[BH4-].[Na+].C(OCC)(=O)C.CCCCCC. Product: [Br:1][C:2]1[N:11]=[C:10]2[C:5]([CH:6]([OH:12])[CH2:7][CH2:8][NH:9]2)=[CH:4][CH:3]=1. The catalyst class is: 5. (9) Reactant: [CH3:1][CH:2]1[CH2:7][CH2:6][NH:5][CH2:4][CH2:3]1.Cl[CH2:9][C:10]1[CH:35]=[CH:34][C:13]([C:14]([NH:16][C:17]2[CH:18]=[CH:19][C:20]([O:23][C:24](=[O:33])[N:25]([CH3:32])[C:26]3[CH:31]=[CH:30][CH:29]=[CH:28][CH:27]=3)=[N:21][CH:22]=2)=[O:15])=[CH:12][CH:11]=1.[I-].[Na+].O. Product: [CH3:1][CH:2]1[CH2:7][CH2:6][N:5]([CH2:9][C:10]2[CH:11]=[CH:12][C:13]([C:14]([NH:16][C:17]3[CH:18]=[CH:19][C:20]([O:23][C:24](=[O:33])[N:25]([CH3:32])[C:26]4[CH:31]=[CH:30][CH:29]=[CH:28][CH:27]=4)=[N:21][CH:22]=3)=[O:15])=[CH:34][CH:35]=2)[CH2:4][CH2:3]1. The catalyst class is: 9.